This data is from Reaction yield outcomes from USPTO patents with 853,638 reactions. The task is: Predict the reaction yield, written as a fraction of the theoretical maximum amount of product (1.0 means a 100% yield; for example, 0.34 means a 34% yield). (1) The reactants are [OH:1][C:2]1[CH:10]=[CH:9][C:5]([CH2:6][CH2:7]Br)=[CH:4][CH:3]=1.[CH3:11][NH2:12].[CH3:13]O. No catalyst specified. The product is [CH3:11][N:12]([CH3:13])[CH2:7][CH2:6][C:5]1[CH:9]=[CH:10][C:2]([OH:1])=[CH:3][CH:4]=1. The yield is 0.920. (2) The reactants are [NH2:1][C:2]1[N:10]=[CH:9][CH:8]=[CH:7][C:3]=1[C:4]([OH:6])=[O:5].[C:11](OC(=O)CC)(=O)[CH2:12][CH3:13]. No catalyst specified. The product is [CH2:12]([C:13]1[O:5][C:4](=[O:6])[C:3]2[CH:7]=[CH:8][CH:9]=[N:10][C:2]=2[N:1]=1)[CH3:11]. The yield is 0.860.